This data is from Forward reaction prediction with 1.9M reactions from USPTO patents (1976-2016). The task is: Predict the product of the given reaction. (1) Given the reactants [ClH:1].FC1C=C(NC(NC(=O)CC2C=CC=CC=2)=S)C=CC=1OC1C=CN=C2C=C(C(N3CCCCC3)=O)SC=12.FC1C=C(NC(NC(=O)CC2C=CC=CC=2)=S)C=CC=1OC1C=CN=C2C=C(C(N3CCCCC3)=O)SC=12.[F:78][C:79]1[CH:108]=[C:107]([NH:109][C:110]([NH:112][C:113](=[O:121])[CH2:114][C:115]2[CH:120]=[CH:119][CH:118]=[CH:117][CH:116]=2)=[S:111])[CH:106]=[CH:105][C:80]=1[O:81][C:82]1[CH:87]=[CH:86][N:85]=[C:84]2[CH:88]=[C:89]([C:91]([N:93]3[CH2:97][CH2:96][CH2:95][C@H:94]3[C:98]([O:100]C(C)(C)C)=[O:99])=[O:92])[S:90][C:83]=12, predict the reaction product. The product is: [ClH:1].[F:78][C:79]1[CH:108]=[C:107]([NH:109][C:110]([NH:112][C:113](=[O:121])[CH2:114][C:115]2[CH:116]=[CH:117][CH:118]=[CH:119][CH:120]=2)=[S:111])[CH:106]=[CH:105][C:80]=1[O:81][C:82]1[CH:87]=[CH:86][N:85]=[C:84]2[CH:88]=[C:89]([C:91]([N:93]3[CH2:97][CH2:96][CH2:95][C@H:94]3[C:98]([OH:100])=[O:99])=[O:92])[S:90][C:83]=12. (2) Given the reactants [OH:1][C:2]1[CH:3]=[C:4]([CH2:8][NH:9][C:10](=[O:18])[C:11]2[CH:16]=[CH:15][CH:14]=[N:13][C:12]=2[NH2:17])[CH:5]=[CH:6][CH:7]=1.I[CH2:20][CH2:21][CH2:22][CH2:23][CH2:24][CH3:25].C(=O)([O-])[O-].[Cs+].[Cs+].CN(C=O)C, predict the reaction product. The product is: [CH2:20]([O:1][C:2]1[CH:3]=[C:4]([CH2:8][NH:9][C:10](=[O:18])[C:11]2[CH:16]=[CH:15][CH:14]=[N:13][C:12]=2[NH2:17])[CH:5]=[CH:6][CH:7]=1)[CH2:21][CH2:22][CH2:23][CH2:24][CH3:25].